This data is from Full USPTO retrosynthesis dataset with 1.9M reactions from patents (1976-2016). The task is: Predict the reactants needed to synthesize the given product. (1) Given the product [C:1]1([CH3:11])[CH:6]=[C:5]([CH3:7])[CH:4]=[C:3]([CH3:8])[C:2]=1[C:26]1[CH2:34][C:33]2[C:28]([CH:27]=1)=[CH:29][CH:30]=[CH:31][CH:32]=2, predict the reactants needed to synthesize it. The reactants are: [C:1]1([CH3:11])[CH:6]=[C:5]([CH3:7])[CH:4]=[C:3]([CH3:8])[C:2]=1[Mg]Br.P(C(C)(C)C)(C(C)(C)C)C(C)(C)C.Br[C:26]1[CH2:27][C:28]2[C:33]([CH:34]=1)=[CH:32][CH:31]=[CH:30][CH:29]=2. (2) Given the product [CH2:1]([O:8][C:9]1[CH:28]=[CH:27][C:12]([CH2:13][N:14]2[CH2:18][CH2:17][N:16]([CH:19]([CH:23]([CH3:25])[CH3:24])[C:20]([NH:47][OH:46])=[O:22])[C:15]2=[O:26])=[CH:11][CH:10]=1)[C:2]1[CH:3]=[CH:4][CH:5]=[CH:6][CH:7]=1, predict the reactants needed to synthesize it. The reactants are: [CH2:1]([O:8][C:9]1[CH:28]=[CH:27][C:12]([CH2:13][N:14]2[CH2:18][CH2:17][N:16]([CH:19]([CH:23]([CH3:25])[CH3:24])[C:20]([OH:22])=O)[C:15]2=[O:26])=[CH:11][CH:10]=1)[C:2]1[CH:7]=[CH:6][CH:5]=[CH:4][CH:3]=1.C(N(C(C)C)CC)(C)C.ClC(OCC)=O.C[Si](C)(C)[O:46][NH2:47]. (3) The reactants are: Cl[C:2]1[CH:3]=[CH:4][C:5]2[N:6]([C:8]([C:11]3[CH:16]=[CH:15][CH:14]=[C:13]([Cl:17])[CH:12]=3)=[CH:9][N:10]=2)[N:7]=1.[NH2:18][CH2:19][C@H:20]1[CH2:25][CH2:24][C@H:23]([C:26]([OH:29])([CH3:28])[CH3:27])[CH2:22][CH2:21]1.[F-].[K+].O. Given the product [Cl:17][C:13]1[CH:12]=[C:11]([C:8]2[N:6]3[N:7]=[C:2]([NH:18][CH2:19][C@H:20]4[CH2:25][CH2:24][C@H:23]([C:26]([OH:29])([CH3:27])[CH3:28])[CH2:22][CH2:21]4)[CH:3]=[CH:4][C:5]3=[N:10][CH:9]=2)[CH:16]=[CH:15][CH:14]=1, predict the reactants needed to synthesize it. (4) Given the product [CH2:9]([O:8][C:7]1[CH:6]=[CH:5][C:4](/[CH:19]=[CH:18]/[C:17]([O:21][C:22]([CH3:25])([CH3:24])[CH3:23])=[O:20])=[N:3][C:2]=1[CH3:1])[C:10]1[CH:15]=[CH:14][CH:13]=[CH:12][CH:11]=1, predict the reactants needed to synthesize it. The reactants are: [CH3:1][C:2]1[C:7]([O:8][CH2:9][C:10]2[CH:15]=[CH:14][CH:13]=[CH:12][CH:11]=2)=[CH:6][CH:5]=[C:4](I)[N:3]=1.[C:17]([O:21][C:22]([CH3:25])([CH3:24])[CH3:23])(=[O:20])[CH:18]=[CH2:19].C(=O)(O)[O-].[Na+]. (5) Given the product [O:28]=[C:24]1[CH2:25][CH2:26][CH2:27][N:23]1[C:20]1[N:21]=[CH:22][C:17]([O:16][C:14]2[CH:13]=[CH:12][C:9]3[CH2:10][CH2:11][N:5]([C:35]([O:36][C:32]([CH3:31])([CH3:33])[CH3:41])=[O:38])[CH2:6][CH2:7][C:8]=3[CH:15]=2)=[N:18][CH:19]=1, predict the reactants needed to synthesize it. The reactants are: C1(C[N:5]2[CH2:11][CH2:10][C:9]3[CH:12]=[CH:13][C:14]([O:16][C:17]4[N:18]=[CH:19][C:20]([N:23]5[CH2:27][CH2:26][CH2:25][C:24]5=[O:28])=[N:21][CH:22]=4)=[CH:15][C:8]=3[CH2:7][CH2:6]2)CC1.N1[CH2:33][CH2:32][CH2:31]C1=O.[C:35](=[O:38])([O-])[O-:36].[K+].[K+].[CH3:41]N(C)CCN. (6) Given the product [C:1]([C:3]1([NH:6][C:7](=[O:34])[C@@H:8]([NH:9][C@@H:10]([C:15]2[CH:20]=[CH:19][C:18]([C:21]3[CH:26]=[CH:25][C:24]([C:35](=[O:37])[CH3:36])=[CH:23][CH:22]=3)=[CH:17][CH:16]=2)[C:11]([F:14])([F:13])[F:12])[CH2:31][CH2:32][CH3:33])[CH2:5][CH2:4]1)#[N:2], predict the reactants needed to synthesize it. The reactants are: [C:1]([C:3]1([NH:6][C:7](=[O:34])[C@H:8]([CH2:31][CH2:32][CH3:33])[NH:9][C@@H:10]([C:15]2[CH:20]=[CH:19][C:18]([C:21]3[CH:26]=[CH:25][C:24](S(C)(=O)=O)=[CH:23][CH:22]=3)=[CH:17][CH:16]=2)[C:11]([F:14])([F:13])[F:12])[CH2:5][CH2:4]1)#[N:2].[C:35](C1C=CC(B(O)O)=CC=1)(=[O:37])[CH3:36].BrC1C=CC([C@H](N[C@H](C(NC2(C#N)CC2)=O)CCC)C(F)(F)F)=CC=1. (7) Given the product [CH3:1][O:2][C:3]1[CH:8]=[CH:7][CH:6]=[CH:5][C:4]=1[C:9]1[C:17]2[C:12](=[CH:13][CH:14]=[C:15]([C:18]#[N:19])[CH:16]=2)[NH:11][N:10]=1, predict the reactants needed to synthesize it. The reactants are: [CH3:1][O:2][C:3]1[CH:8]=[CH:7][CH:6]=[CH:5][C:4]=1[C:9]1[C:17]2[C:12](=[CH:13][CH:14]=[C:15]([C:18]#[N:19])[CH:16]=2)[N:11](C2CCCCO2)[N:10]=1.Cl.C(=O)(O)[O-].[Na+]. (8) Given the product [F:29][C:30]([F:41])([F:40])[C:31]([NH:4][C@H:3]([C@@H:5]([C@@H:7]([CH2:9][CH2:10][CH2:11][CH2:12][CH2:13][CH2:14][CH2:15][CH2:16][CH2:17][CH2:18][CH2:19][CH2:20][CH2:21][CH3:22])[OH:8])[OH:6])[CH2:2][OH:1])=[O:32], predict the reactants needed to synthesize it. The reactants are: [OH:1][CH2:2][C@@H:3]([C@@H:5]([C@@H:7]([CH2:9][CH2:10][CH2:11][CH2:12][CH2:13][CH2:14][CH2:15][CH2:16][CH2:17][CH2:18][CH2:19][CH2:20][CH2:21][CH3:22])[OH:8])[OH:6])[NH2:4].C(=O)([O-])[O-].[K+].[K+].[F:29][C:30]([F:41])([F:40])[C:31](O[C:31](=[O:32])[C:30]([F:41])([F:40])[F:29])=[O:32].